From a dataset of Forward reaction prediction with 1.9M reactions from USPTO patents (1976-2016). Predict the product of the given reaction. (1) Given the reactants C(OC([N:8]1[CH2:14][C:13]2[CH:15]=[C:16]([C@@H:19]3[C@@H:21]([C:22]4[CH:27]=[CH:26][CH:25]=[CH:24][CH:23]=4)[C@H:20]3[C:28]([O:30][CH3:31])=[O:29])[CH:17]=[CH:18][C:12]=2[O:11][CH2:10][CH2:9]1)=O)(C)(C)C, predict the reaction product. The product is: [CH3:31][O:30][C:28]([C@H:20]1[C@H:19]([C:16]2[CH:17]=[CH:18][C:12]3[O:11][CH2:10][CH2:9][NH:8][CH2:14][C:13]=3[CH:15]=2)[C@H:21]1[C:22]1[CH:23]=[CH:24][CH:25]=[CH:26][CH:27]=1)=[O:29]. (2) Given the reactants [CH3:1][O:2][C:3]1[C:8]2[CH2:9][CH2:10][CH2:11][CH:12]([NH:14][CH2:15][CH2:16][O:17][CH3:18])[CH2:13][C:7]=2[CH:6]=[CH:5][C:4]=1[NH2:19].Cl[C:21]1[N:26]=[C:25]([NH:27][C:28]2[CH:33]=[CH:32][CH:31]=[CH:30][C:29]=2[S:34]([N:37]([CH3:39])[CH3:38])(=[O:36])=[O:35])[C:24]([Cl:40])=[CH:23][N:22]=1, predict the reaction product. The product is: [Cl:40][C:24]1[C:25]([NH:27][C:28]2[CH:33]=[CH:32][CH:31]=[CH:30][C:29]=2[S:34]([N:37]([CH3:39])[CH3:38])(=[O:36])=[O:35])=[N:26][C:21]([NH:19][C:4]2[CH:5]=[CH:6][C:7]3[CH2:13][CH:12]([NH:14][CH2:15][CH2:16][O:17][CH3:18])[CH2:11][CH2:10][CH2:9][C:8]=3[C:3]=2[O:2][CH3:1])=[N:22][CH:23]=1. (3) The product is: [CH2:18]([O:17][CH2:16][C@H:15]([C@H:14]1[O:35][C:34](=[O:37])[C@H:12]([CH:25]([CH3:27])[CH3:26])[CH2:13]1)[Br:1])[C:19]1[CH:24]=[CH:23][CH:22]=[CH:21][CH:20]=1. Given the reactants [Br:1]N1C(=O)CCC1=O.CN(C)C(=O)[C@H:12]([CH:25]([CH3:27])[CH3:26])[CH2:13]/[CH:14]=[CH:15]/[CH2:16][O:17][CH2:18][C:19]1[CH:24]=[CH:23][CH:22]=[CH:21][CH:20]=1.C(O)(=O)C.[C:34](=[O:37])(O)[O-:35].[Na+].S([O-])([O-])=O.[Na+].[Na+], predict the reaction product. (4) Given the reactants [CH2:1]([C:8]1[C:12]2[CH:13]=[C:14]([CH3:18])[CH:15]=[C:16]([Br:17])[C:11]=2[O:10][C:9]=1[CH:19]=O)[C:2]1[CH:7]=[CH:6][CH:5]=[CH:4][CH:3]=1.[OH-].[NH4+:22].II, predict the reaction product. The product is: [CH2:1]([C:8]1[C:12]2[CH:13]=[C:14]([CH3:18])[CH:15]=[C:16]([Br:17])[C:11]=2[O:10][C:9]=1[C:19]#[N:22])[C:2]1[CH:7]=[CH:6][CH:5]=[CH:4][CH:3]=1. (5) Given the reactants [NH2:1][C:2]1[C:7]2[C:8](=[O:21])[N:9]([C:13]3[CH:18]=[CH:17][C:16](I)=[C:15]([Cl:20])[CH:14]=3)[CH2:10][CH2:11][O:12][C:6]=2[N:5]=[CH:4][N:3]=1.CC1(C)C(C)(C)OB([C:30]2[CH:31]=[N:32][N:33]([CH:35]([CH3:41])[C:36]([O:38]CC)=[O:37])[CH:34]=2)O1.C([O-])([O-])=O.[K+].[K+], predict the reaction product. The product is: [NH2:1][C:2]1[C:7]2[C:8](=[O:21])[N:9]([C:13]3[CH:18]=[CH:17][C:16]([C:30]4[CH:31]=[N:32][N:33]([CH:35]([CH3:41])[C:36]([OH:38])=[O:37])[CH:34]=4)=[C:15]([Cl:20])[CH:14]=3)[CH2:10][CH2:11][O:12][C:6]=2[N:5]=[CH:4][N:3]=1. (6) Given the reactants C[O:2][C:3](=[O:39])[C:4]1[CH:9]=[CH:8][C:7]([O:10][CH2:11][CH2:12][C:13]2[C:21]3[C:16](=[CH:17][CH:18]=[C:19]([Cl:22])[CH:20]=3)[N:15]([CH:23]([C:30]3[CH:35]=[CH:34][CH:33]=[CH:32][CH:31]=3)[C:24]3[CH:29]=[CH:28][CH:27]=[CH:26][CH:25]=3)[C:14]=2[CH2:36][CH2:37][NH2:38])=[CH:6][CH:5]=1.C([C:42]1[CH:47]=[CH:46][CH:45]=[CH:44][C:43]=1[CH2:48][S:49](Cl)(=[O:51])=[O:50])#N, predict the reaction product. The product is: [CH:23]([N:15]1[C:16]2[C:21](=[CH:20][C:19]([Cl:22])=[CH:18][CH:17]=2)[C:13]([CH2:12][CH2:11][O:10][C:7]2[CH:8]=[CH:9][C:4]([C:3]([OH:2])=[O:39])=[CH:5][CH:6]=2)=[C:14]1[CH2:36][CH2:37][NH:38][S:49]([CH2:48][C:43]1[CH:44]=[CH:45][C:46]([S:49]([CH3:48])(=[O:51])=[O:50])=[CH:47][CH:42]=1)(=[O:51])=[O:50])([C:30]1[CH:35]=[CH:34][CH:33]=[CH:32][CH:31]=1)[C:24]1[CH:29]=[CH:28][CH:27]=[CH:26][CH:25]=1.